This data is from Full USPTO retrosynthesis dataset with 1.9M reactions from patents (1976-2016). The task is: Predict the reactants needed to synthesize the given product. (1) Given the product [NH2:16][C:13]1[CH:14]=[CH:15][C:10]([C:9]([N:8]([CH2:7][CH:1]2[CH2:2][CH2:3][CH2:4][CH2:5][CH2:6]2)[CH3:20])=[O:19])=[CH:11][CH:12]=1, predict the reactants needed to synthesize it. The reactants are: [CH:1]1([CH2:7][N:8]([CH3:20])[C:9](=[O:19])[C:10]2[CH:15]=[CH:14][C:13]([N+:16]([O-])=O)=[CH:12][CH:11]=2)[CH2:6][CH2:5][CH2:4][CH2:3][CH2:2]1.[H][H]. (2) Given the product [S:1]([CH2:11][CH2:12][O:13][C:14](=[O:17])[CH:15]=[CH2:16])([C:4]1[CH:5]=[CH:6][C:7]([CH3:8])=[CH:9][CH:10]=1)(=[O:3])=[O:2].[OH:18][CH2:19][CH2:20][CH2:21][O:22][C:23](=[O:26])[CH:24]=[CH2:25].[CH3:27][O:28][C:29](=[O:33])[C:30]([CH3:32])=[CH2:31].[CH2:34]([O:38][C:39](=[O:43])[C:40]([CH3:42])=[CH2:41])[CH:35]1[O:37][CH2:36]1, predict the reactants needed to synthesize it. The reactants are: [S:1]([CH2:11][CH2:12][O:13][C:14](=[O:17])[CH:15]=[CH2:16])([C:4]1[CH:10]=[CH:9][C:7]([CH3:8])=[CH:6][CH:5]=1)(=[O:3])=[O:2].[OH:18][CH2:19][CH2:20][CH2:21][O:22][C:23](=[O:26])[CH:24]=[CH2:25].[CH3:27][O:28][C:29](=[O:33])[C:30]([CH3:32])=[CH2:31].[CH2:34]([O:38][C:39](=[O:43])[C:40]([CH3:42])=[CH2:41])[CH:35]1[O:37][CH2:36]1.CC(N=NC(C#N)(C)C)(C#N)C.